From a dataset of Full USPTO retrosynthesis dataset with 1.9M reactions from patents (1976-2016). Predict the reactants needed to synthesize the given product. (1) Given the product [Cl:21][C:19]1[N:18]=[CH:17][C:14]2[C:15]3[N:9]([CH2:10][CH2:11][O:12][C:13]=2[CH:20]=1)[CH:8]=[C:7]([C:5]1[N:32]([C:26]2[CH:27]=[CH:28][C:29]([F:31])=[CH:30][C:25]=2[F:24])[N:2]=[CH:3][N:4]=1)[N:16]=3, predict the reactants needed to synthesize it. The reactants are: C[N:2](C)[CH:3]=[N:4][C:5]([C:7]1[N:16]=[C:15]2[N:9]([CH2:10][CH2:11][O:12][C:13]3[CH:20]=[C:19]([Cl:21])[N:18]=[CH:17][C:14]=32)[CH:8]=1)=O.Cl.[F:24][C:25]1[CH:30]=[C:29]([F:31])[CH:28]=[CH:27][C:26]=1[NH:32]N. (2) Given the product [CH:21]([O:10][C:5]1[C:6]([O:17][CH3:16])=[CH:7][CH:8]=[CH:9][C:4]=1[N+:1]([O-:3])=[O:2])([CH3:23])[CH3:22], predict the reactants needed to synthesize it. The reactants are: [N+:1]([C:4]1(O)[CH:9]=[CH:8][CH:7]=[CH:6][CH:5]1[O:10]C)([O-:3])=[O:2].CN([CH:16]=[O:17])C.N#N.Br[CH:21]([CH3:23])[CH3:22]. (3) Given the product [ClH:1].[C:32]([C:30]1[C:29](=[O:35])[N:28]([CH:36]2[CH2:40][CH2:39][CH2:38][CH2:37]2)[C:26]2[N:27]=[C:22]([NH:21][C:18]3[CH:19]=[CH:20][C:15]([N:12]4[CH2:11][CH2:10][NH:9][CH2:14][CH2:13]4)=[CH:16][N:17]=3)[N:23]=[CH:24][C:25]=2[CH:31]=1)(=[O:34])[CH3:33], predict the reactants needed to synthesize it. The reactants are: [ClH:1].C(OC([N:9]1[CH2:14][CH2:13][N:12]([C:15]2[CH:16]=[N:17][C:18]([NH:21][C:22]3[N:23]=[CH:24][C:25]4[CH:31]=[C:30]([C:32](=[O:34])[CH3:33])[C:29](=[O:35])[N:28]([CH:36]5[CH2:40][CH2:39][CH2:38][CH2:37]5)[C:26]=4[N:27]=3)=[CH:19][CH:20]=2)[CH2:11][CH2:10]1)=O)(C)(C)C.